This data is from Full USPTO retrosynthesis dataset with 1.9M reactions from patents (1976-2016). The task is: Predict the reactants needed to synthesize the given product. (1) Given the product [Cl:1][C:2]1[N:7]=[N:6][C:5]([CH:8]([CH3:14])[C:9]([O-:11])=[O:10])=[CH:4][CH:3]=1.[Li+:20], predict the reactants needed to synthesize it. The reactants are: [Cl:1][C:2]1[N:7]=[N:6][C:5]([C:8](C)([C:14](OCC)=O)[C:9]([O:11]CC)=[O:10])=[CH:4][CH:3]=1.[Li+:20].[OH-]. (2) Given the product [C:40]12([CH2:50][NH:51][C:52]([C:53]3[C:58]([Cl:59])=[CH:57][N:56]=[C:55]([CH2:3][CH2:2][CH2:1][N:4]([CH2:12][CH2:13][CH2:14][O:15][Si:16]([C:19]([CH3:22])([CH3:21])[CH3:20])([CH3:18])[CH3:17])[C:5](=[O:11])[O:6][C:7]([CH3:9])([CH3:10])[CH3:8])[CH:54]=3)=[O:61])[CH2:47][CH:46]3[CH2:45][CH:44]([CH2:43][CH:42]([CH2:48]3)[CH2:41]1)[CH2:49]2, predict the reactants needed to synthesize it. The reactants are: [CH2:1]([N:4]([CH2:12][CH2:13][CH2:14][O:15][Si:16]([C:19]([CH3:22])([CH3:21])[CH3:20])([CH3:18])[CH3:17])[C:5](=[O:11])[O:6][C:7]([CH3:10])([CH3:9])[CH3:8])[CH:2]=[CH2:3].CCCCCCCCC.P([O-])([O-])([O-])=O.[K+].[K+].[K+].[C:40]12([CH2:50][NH:51][C:52](=[O:61])[C:53]3[C:58]([Cl:59])=[CH:57][N:56]=[C:55](Cl)[CH:54]=3)[CH2:49][CH:44]3[CH2:45][CH:46]([CH2:48][CH:42]([CH2:43]3)[CH2:41]1)[CH2:47]2. (3) Given the product [NH2:39][C:5]1[CH:4]=[CH:3][C:2]([F:1])=[CH:7][C:6]=1[NH:8][C:9]1[CH:17]=[CH:16][CH:15]=[C:14]2[C:10]=1[CH2:11][CH2:12][CH:13]2[N:18]([C:33](=[O:38])[C:34]([F:37])([F:36])[F:35])[C:19]1[CH:32]=[CH:31][C:22]2[C@H:23]([CH2:26][C:27]([O:29][CH3:30])=[O:28])[CH2:24][O:25][C:21]=2[CH:20]=1, predict the reactants needed to synthesize it. The reactants are: [F:1][C:2]1[CH:3]=[CH:4][C:5]([N+:39]([O-])=O)=[C:6]([NH:8][C:9]2[CH:17]=[CH:16][CH:15]=[C:14]3[C:10]=2[CH2:11][CH2:12][CH:13]3[N:18]([C:33](=[O:38])[C:34]([F:37])([F:36])[F:35])[C:19]2[CH:32]=[CH:31][C:22]3[C@H:23]([CH2:26][C:27]([O:29][CH3:30])=[O:28])[CH2:24][O:25][C:21]=3[CH:20]=2)[CH:7]=1.